From a dataset of Reaction yield outcomes from USPTO patents with 853,638 reactions. Predict the reaction yield, written as a fraction of the theoretical maximum amount of product (1.0 means a 100% yield; for example, 0.34 means a 34% yield). (1) The reactants are [NH2:1][C@H:2]([C:6]([NH:8][CH:9]([CH:18]([OH:31])[CH2:19][O:20][C:21]1[C:26]([F:27])=[C:25]([F:28])[CH:24]=[C:23]([F:29])[C:22]=1[F:30])[CH2:10][C:11]([O:13][C:14]([CH3:17])([CH3:16])[CH3:15])=[O:12])=[O:7])[CH:3]([CH3:5])[CH3:4].[CH3:32][N:33]1[C:41]2[C:36](=[CH:37][CH:38]=[CH:39][CH:40]=2)[CH:35]=[C:34]1[C:42](O)=[O:43].CN1CCOCC1.C1C=CC2N(O)N=NC=2C=1.CCN=C=NCCCN(C)C. The catalyst is C(Cl)Cl. The product is [CH3:32][N:33]1[C:41]2[C:36](=[CH:37][CH:38]=[CH:39][CH:40]=2)[CH:35]=[C:34]1[C:42]([NH:1][C@H:2]([C:6]([NH:8][CH:9]([CH:18]([OH:31])[CH2:19][O:20][C:21]1[C:22]([F:30])=[C:23]([F:29])[CH:24]=[C:25]([F:28])[C:26]=1[F:27])[CH2:10][C:11]([O:13][C:14]([CH3:16])([CH3:17])[CH3:15])=[O:12])=[O:7])[CH:3]([CH3:5])[CH3:4])=[O:43]. The yield is 0.580. (2) The reactants are C([O:4][CH2:5][C:6]1[C:11]([C:12]2[CH:17]=[C:16]([NH:18][C:19]3[CH:24]=[CH:23][C:22]([N:25]4[CH2:30][CH2:29][N:28]([CH:31]5[CH2:34][O:33][CH2:32]5)[CH2:27][C@@H:26]4[CH2:35][CH3:36])=[CH:21][N:20]=3)[C:15](=[O:37])[N:14]([CH3:38])[CH:13]=2)=[CH:10][C:9]([F:39])=[CH:8][C:7]=1[N:40]1[CH2:51][CH2:50][N:49]2[C:42](=[CH:43][C:44]3[CH2:45][C:46]([CH3:53])([CH3:52])[CH2:47][C:48]=32)[C:41]1=[O:54])(=O)C.[OH-].[Li+]. The catalyst is C(O)(C)C.C1COCC1.O. The product is [CH2:35]([C@H:26]1[CH2:27][N:28]([CH:31]2[CH2:32][O:33][CH2:34]2)[CH2:29][CH2:30][N:25]1[C:22]1[CH:23]=[CH:24][C:19]([NH:18][C:16]2[C:15](=[O:37])[N:14]([CH3:38])[CH:13]=[C:12]([C:11]3[C:6]([CH2:5][OH:4])=[C:7]([N:40]4[CH2:51][CH2:50][N:49]5[C:48]6[CH2:47][C:46]([CH3:53])([CH3:52])[CH2:45][C:44]=6[CH:43]=[C:42]5[C:41]4=[O:54])[CH:8]=[C:9]([F:39])[CH:10]=3)[CH:17]=2)=[N:20][CH:21]=1)[CH3:36]. The yield is 0.400. (3) The reactants are [Br:1][C:2]1[S:3][C:4]([C:8]([OH:10])=O)=[C:5]([CH3:7])[N:6]=1.C(N(C(C)C)CC)(C)C.F[P-](F)(F)(F)(F)F.N1(O[P+](N(C)C)(N(C)C)N(C)C)C2C=CC=CC=2N=N1.[F:47][C:48]1[CH:55]=[CH:54][C:51]([CH2:52][NH2:53])=[CH:50][CH:49]=1. The catalyst is ClCCl. The product is [F:47][C:48]1[CH:55]=[CH:54][C:51]([CH2:52][NH:53][C:8]([C:4]2[S:3][C:2]([Br:1])=[N:6][C:5]=2[CH3:7])=[O:10])=[CH:50][CH:49]=1. The yield is 0.570.